This data is from Reaction yield outcomes from USPTO patents with 853,638 reactions. The task is: Predict the reaction yield, written as a fraction of the theoretical maximum amount of product (1.0 means a 100% yield; for example, 0.34 means a 34% yield). The reactants are [CH:1]([Mg]Br)([CH3:3])[CH3:2].[C:6]([O:16][CH3:17])(=[O:15])/[CH:7]=[CH:8]/[CH2:9][CH2:10][C:11]([O:13]C)=O. The catalyst is C1COCC1. The product is [CH:1]([CH:8]1[CH2:9][CH2:10][C:11](=[O:13])[CH:7]1[C:6]([O:16][CH3:17])=[O:15])([CH3:3])[CH3:2]. The yield is 1.00.